From a dataset of Reaction yield outcomes from USPTO patents with 853,638 reactions. Predict the reaction yield, written as a fraction of the theoretical maximum amount of product (1.0 means a 100% yield; for example, 0.34 means a 34% yield). (1) The reactants are Cl.[F:2][C:3]1[CH:26]=[CH:25][C:6]([C:7]([NH:9][C:10]2[C:11]3[CH2:22][NH:21][C:20]([CH3:24])([CH3:23])[C:12]=3[N:13](C(OCC)=O)[N:14]=2)=[O:8])=[CH:5][CH:4]=1.C(N(CC)C(C)C)(C)C.CN(C(ON1N=NC2C=CC=CC1=2)=[N+](C)C)C.[B-](F)(F)(F)F.Cl.[CH3:59][N:60]1[CH2:65][CH2:64][CH:63]([C:66](O)=[O:67])[CH2:62][CH2:61]1.C(Cl)Cl.CO.[NH4+].[OH-]. The catalyst is ClCCl.CCOC(C)=O.CCCCCC. The product is [CH3:23][C:20]1([CH3:24])[C:12]2=[N:13][NH:14][C:10]([NH:9][C:7](=[O:8])[C:6]3[CH:5]=[CH:4][C:3]([F:2])=[CH:26][CH:25]=3)=[C:11]2[CH2:22][N:21]1[C:66]([CH:63]1[CH2:64][CH2:65][N:60]([CH3:59])[CH2:61][CH2:62]1)=[O:67]. The yield is 0.690. (2) The reactants are [CH:1]([S:3]([NH:6][C:7]1[CH:22]=[CH:21][C:10]([C:11]([O:13][CH2:14][C:15]2[CH:20]=[CH:19][CH:18]=[CH:17][CH:16]=2)=[O:12])=[CH:9][CH:8]=1)(=[O:5])=[O:4])=[CH2:2].[CH3:23][NH:24][CH3:25].CCO. The catalyst is C1COCC1. The product is [CH3:23][N:24]([CH3:25])[CH2:2][CH2:1][S:3]([NH:6][C:7]1[CH:22]=[CH:21][C:10]([C:11]([O:13][CH2:14][C:15]2[CH:20]=[CH:19][CH:18]=[CH:17][CH:16]=2)=[O:12])=[CH:9][CH:8]=1)(=[O:4])=[O:5]. The yield is 0.970. (3) The reactants are [H-].[Na+].C(OP([CH:11]([CH2:17][CH2:18][CH:19]=[CH2:20])[C:12]([O:14][CH2:15][CH3:16])=[O:13])(OCC)=O)C.[CH2:21]1O[CH2:22]1. The catalyst is C1C=CC=CC=1.CCO. The product is [CH2:17]([C:11]1([C:12]([O:14][CH2:15][CH3:16])=[O:13])[CH2:22][CH2:21]1)[CH2:18][CH:19]=[CH2:20]. The yield is 0.480.